This data is from Catalyst prediction with 721,799 reactions and 888 catalyst types from USPTO. The task is: Predict which catalyst facilitates the given reaction. (1) Reactant: CN([C:4]([O:8]N1N=NC2C=CC=CC1=2)=[N+](C)C)C.[B-](F)(F)(F)F.[CH3:23][C:24]1[CH:25]=[CH:26][C:27]([N:33]2[N:37]=[CH:36][CH:35]=[N:34]2)=[C:28]([CH:32]=1)[C:29]([OH:31])=O.CC[N:40]([CH:44]([CH3:46])[CH3:45])[CH:41]([CH3:43])C.[OH2:47]. Product: [CH3:23][C:24]1[CH:25]=[CH:26][C:27]([N:33]2[N:37]=[CH:36][CH:35]=[N:34]2)=[C:28]([CH:32]=1)[C:29]([N:40]1[CH2:41][CH2:43][CH2:46][C@H:44]1[C:45]([O:8][CH3:4])=[O:47])=[O:31]. The catalyst class is: 2. (2) Reactant: [CH2:1]([O:3][C:4]([C:6]1[C:14]2[C:9](=[CH:10][CH:11]=[C:12]([O:15][CH2:16][C@@H:17]([OH:22])[CH2:18][N:19]=[N+]=[N-])[CH:13]=2)[NH:8][C:7]=1[CH3:23])=[O:5])[CH3:2].C1(P(C2C=CC=CC=2)C2C=CC=CC=2)C=CC=CC=1. Product: [CH2:1]([O:3][C:4]([C:6]1[C:14]2[C:9](=[CH:10][CH:11]=[C:12]([O:15][CH2:16][C@@H:17]([OH:22])[CH2:18][NH2:19])[CH:13]=2)[NH:8][C:7]=1[CH3:23])=[O:5])[CH3:2]. The catalyst class is: 11. (3) Reactant: C1C=CC2N(O)N=[N:7]C=2C=1.CCN=C=NCCCN(C)C.Cl.Cl.CCN(C(C)C)C(C)C.C(OC([N:40]1[CH2:45][CH2:44][CH:43]([C:46]2[CH:51]=[CH:50][C:49]([NH:52][C:53]3[N:58]=[C:57]([CH2:59][CH2:60][C:61]4[CH:66]=[CH:65][CH:64]=[CH:63][C:62]=4[CH2:67][C:68]([OH:70])=O)[C:56]([O:71][CH3:72])=[CH:55][N:54]=3)=[CH:48][CH:47]=2)[CH2:42][CH2:41]1)=O)(C)(C)C.C(=O)([O-])[O-].[NH4+].[NH4+]. Product: [CH3:72][O:71][C:56]1[C:57]([CH2:59][CH2:60][C:61]2[CH:66]=[CH:65][CH:64]=[CH:63][C:62]=2[CH2:67][C:68]([NH2:7])=[O:70])=[N:58][C:53]([NH:52][C:49]2[CH:50]=[CH:51][C:46]([CH:43]3[CH2:42][CH2:41][NH:40][CH2:45][CH2:44]3)=[CH:47][CH:48]=2)=[N:54][CH:55]=1. The catalyst class is: 118. (4) Reactant: [NH2:1][C:2]1[C:6]([C:7]#[N:8])=[C:5]([C:9]2[CH:14]=[CH:13][C:12]([O:15][C:16]3[CH:21]=[CH:20][CH:19]=[CH:18][CH:17]=3)=[CH:11][CH:10]=2)[N:4]([C@@H:22]2[CH2:27][CH2:26][CH2:25][N:24]([C:28]([O:30][C:31]([CH3:34])([CH3:33])[CH3:32])=[O:29])[CH2:23]2)[N:3]=1.C([O-])([O-])=[O:36].[K+].[K+].OO.O. Product: [NH2:1][C:2]1[C:6]([C:7](=[O:36])[NH2:8])=[C:5]([C:9]2[CH:14]=[CH:13][C:12]([O:15][C:16]3[CH:21]=[CH:20][CH:19]=[CH:18][CH:17]=3)=[CH:11][CH:10]=2)[N:4]([C@@H:22]2[CH2:27][CH2:26][CH2:25][N:24]([C:28]([O:30][C:31]([CH3:34])([CH3:33])[CH3:32])=[O:29])[CH2:23]2)[N:3]=1. The catalyst class is: 16.